This data is from Full USPTO retrosynthesis dataset with 1.9M reactions from patents (1976-2016). The task is: Predict the reactants needed to synthesize the given product. (1) The reactants are: [F:1][C:2]1[CH:10]=[CH:9][C:5]([C:6]([OH:8])=[O:7])=[C:4]([CH3:11])[CH:3]=1.[CH3:12]O. Given the product [F:1][C:2]1[CH:10]=[CH:9][C:5]([C:6]([O:8][CH3:12])=[O:7])=[C:4]([CH3:11])[CH:3]=1, predict the reactants needed to synthesize it. (2) The reactants are: [C:1]([C:5]1[CH:10]=[CH:9][C:8]([S:11]([NH:14][C:15]2[CH:16]=[C:17]3[C:21](=[CH:22][CH:23]=2)[NH:20][C:19]([C:24](O)=[O:25])=[C:18]3[C:27]2[CH:32]=[CH:31][CH:30]=[C:29]([CH3:33])[CH:28]=2)(=[O:13])=[O:12])=[CH:7][CH:6]=1)([CH3:4])([CH3:3])[CH3:2].[CH2:34]([CH2:36][NH2:37])[OH:35]. Given the product [OH:35][CH2:34][CH2:36][NH:37][C:24]([C:19]1[NH:20][C:21]2[C:17]([C:18]=1[C:27]1[CH:32]=[CH:31][CH:30]=[C:29]([CH3:33])[CH:28]=1)=[CH:16][C:15]([NH:14][S:11]([C:8]1[CH:9]=[CH:10][C:5]([C:1]([CH3:4])([CH3:3])[CH3:2])=[CH:6][CH:7]=1)(=[O:13])=[O:12])=[CH:23][CH:22]=2)=[O:25], predict the reactants needed to synthesize it. (3) Given the product [NH2:9][C:7]1[CH:6]=[CH:5][C:4]([C:12]2[CH:17]=[CH:16][CH:15]=[C:14]([C:18]([OH:20])=[O:19])[CH:13]=2)=[C:3]([O:2][CH3:1])[CH:8]=1, predict the reactants needed to synthesize it. The reactants are: [CH3:1][O:2][C:3]1[CH:8]=[C:7]([N+:9]([O-])=O)[CH:6]=[CH:5][C:4]=1[C:12]1[CH:17]=[CH:16][CH:15]=[C:14]([C:18]([OH:20])=[O:19])[CH:13]=1. (4) Given the product [C@@H:6]1([O:24][C:25]2[C:30]3[C:31]([CH2:34][CH2:35][C:36]4[CH:41]=[CH:40][CH:39]=[C:38]([O:42][CH2:43][CH2:44][NH:46][C:47]([CH3:51])([CH3:50])[CH2:48][OH:49])[CH:37]=4)=[CH:32][O:33][C:29]=3[CH:28]=[CH:27][CH:26]=2)[O:7][C@H:8]([CH2:19][OH:20])[C@@H:9]([OH:15])[C@H:10]([OH:11])[C@H:5]1[OH:4], predict the reactants needed to synthesize it. The reactants are: C([O:4][C@@H:5]1[C@@H:10]([O:11]C(=O)C)[C@H:9]([O:15]C(=O)C)[C@@H:8]([CH2:19][O:20]C(=O)C)[O:7][C@H:6]1[O:24][C:25]1[C:30]2[C:31]([CH2:34][CH2:35][C:36]3[CH:41]=[CH:40][CH:39]=[C:38]([O:42][CH2:43][CH2:44]O)[CH:37]=3)=[CH:32][O:33][C:29]=2[CH:28]=[CH:27][CH:26]=1)(=O)C.[NH2:46][C:47]([CH3:51])([CH3:50])[CH2:48][OH:49].NCCO. (5) Given the product [CH3:2][S:3]([O:6][C:7]1[CH:12]=[CH:11][CH:10]=[CH:9][C:8]=1[CH:13]1[O:17][N:16]=[C:15]([C:18]2[N:19]=[C:20]([CH:23]3[CH2:28][CH2:27][N:26]([C:30](=[O:31])[CH2:29][OH:32])[CH2:25][CH2:24]3)[S:21][CH:22]=2)[CH2:14]1)(=[O:4])=[O:5], predict the reactants needed to synthesize it. The reactants are: [Cl-].[CH3:2][S:3]([O:6][C:7]1[CH:12]=[CH:11][CH:10]=[CH:9][C:8]=1[CH:13]1[O:17][N:16]=[C:15]([C:18]2[N:19]=[C:20]([CH:23]3[CH2:28][CH2:27][NH2+:26][CH2:25][CH2:24]3)[S:21][CH:22]=2)[CH2:14]1)(=[O:5])=[O:4].[C:29](O)(=[O:32])[CH2:30][OH:31].C(N(C(C)C)CC)(C)C.